Dataset: Full USPTO retrosynthesis dataset with 1.9M reactions from patents (1976-2016). Task: Predict the reactants needed to synthesize the given product. (1) Given the product [C:26]([NH:25][CH2:24][C@@H:22]1[O:21][C:20](=[O:29])[N:19]([C:4]2[CH:5]=[CH:6][C:7]([N:8]3[CH2:13][CH2:12][N:11]([C@@H:14]4[CH2:18][CH2:17][N:16]([C:31]5[N:40]=[C:39]6[C:34]([C:35](=[O:47])[C:36]([C:44]([OH:46])=[O:45])=[CH:37][N:38]6[CH:41]6[CH2:43][CH2:42]6)=[CH:33][C:32]=5[F:48])[CH2:15]4)[CH2:10][CH2:9]3)=[C:2]([F:1])[CH:3]=2)[CH2:23]1)(=[O:28])[CH3:27], predict the reactants needed to synthesize it. The reactants are: [F:1][C:2]1[CH:3]=[C:4]([N:19]2[CH2:23][C@H:22]([CH2:24][NH:25][C:26](=[O:28])[CH3:27])[O:21][C:20]2=[O:29])[CH:5]=[CH:6][C:7]=1[N:8]1[CH2:13][CH2:12][N:11]([C@@H:14]2[CH2:18][CH2:17][NH:16][CH2:15]2)[CH2:10][CH2:9]1.Cl[C:31]1[N:40]=[C:39]2[C:34]([C:35](=[O:47])[C:36]([C:44]([OH:46])=[O:45])=[CH:37][N:38]2[CH:41]2[CH2:43][CH2:42]2)=[CH:33][C:32]=1[F:48]. (2) Given the product [CH3:9][O:8][C:6]1[CH:5]=[CH:4][N:3]=[C:2]([NH:10][C:11]2[CH:16]=[CH:15][CH:14]=[CH:13][CH:12]=2)[N:7]=1, predict the reactants needed to synthesize it. The reactants are: Cl[C:2]1[N:7]=[C:6]([O:8][CH3:9])[CH:5]=[CH:4][N:3]=1.[NH2:10][C:11]1[CH:16]=[CH:15][CH:14]=[CH:13][CH:12]=1.CCN(C(C)C)C(C)C. (3) Given the product [F:25][C:22]1[CH:21]=[CH:20][C:19]([CH2:18][N:15]2[CH2:16][CH2:17][N:12]3[N:11]=[C:10]([C:27]([O:29][CH3:30])=[O:28])[C:9]([OH:8])=[C:13]3[C:14]2=[O:26])=[CH:24][CH:23]=1, predict the reactants needed to synthesize it. The reactants are: C([O:8][C:9]1[C:10]([C:27]([O:29][CH3:30])=[O:28])=[N:11][N:12]2[CH2:17][CH2:16][N:15]([CH2:18][C:19]3[CH:24]=[CH:23][C:22]([F:25])=[CH:21][CH:20]=3)[C:14](=[O:26])[C:13]=12)C1C=CC=CC=1.